Task: Regression. Given a peptide amino acid sequence and an MHC pseudo amino acid sequence, predict their binding affinity value. This is MHC class I binding data.. Dataset: Peptide-MHC class I binding affinity with 185,985 pairs from IEDB/IMGT (1) The peptide sequence is FLGKIWPSYK. The MHC is HLA-A23:01 with pseudo-sequence HLA-A23:01. The binding affinity (normalized) is 0.00914. (2) The peptide sequence is VNNAEPGKR. The MHC is HLA-A68:01 with pseudo-sequence HLA-A68:01. The binding affinity (normalized) is 0.266. (3) The peptide sequence is KVFPYALINK. The MHC is HLA-A68:01 with pseudo-sequence HLA-A68:01. The binding affinity (normalized) is 0.816. (4) The peptide sequence is TPEQKAYVPA. The MHC is HLA-B51:01 with pseudo-sequence HLA-B51:01. The binding affinity (normalized) is 0. (5) The peptide sequence is ETLDVFGPI. The MHC is HLA-A29:02 with pseudo-sequence HLA-A29:02. The binding affinity (normalized) is 0.0847. (6) The peptide sequence is IDEEDDDL. The MHC is Mamu-A11 with pseudo-sequence Mamu-A11. The binding affinity (normalized) is 0. (7) The peptide sequence is YFPDWQNYT. The MHC is HLA-B58:01 with pseudo-sequence HLA-B58:01. The binding affinity (normalized) is 0.